Predict the product of the given reaction. From a dataset of Forward reaction prediction with 1.9M reactions from USPTO patents (1976-2016). Given the reactants [CH:1]1[C:13]2[CH:12]([CH2:14][O:15][C:16](=[O:36])[NH:17][C:18]([N:21]3[C:29]4[C:28]5[CH:30]=[CH:31][C:32]([O:34][CH3:35])=[CH:33][C:27]=5[CH2:26][CH2:25][C:24]=4[CH:23]=[N:22]3)([CH3:20])[CH3:19])[C:11]3[C:6](=[CH:7][CH:8]=[CH:9][CH:10]=3)[C:5]=2[CH:4]=[CH:3][CH:2]=1.C(C1C(=O)C(Cl)=C(Cl)C(=O)C=1C#N)#N.C([O-])(O)=O.[Na+], predict the reaction product. The product is: [CH:10]1[C:11]2[CH:12]([CH2:14][O:15][C:16](=[O:36])[NH:17][C:18]([N:21]3[C:29]4[C:24](=[CH:25][CH:26]=[C:27]5[CH:33]=[C:32]([O:34][CH3:35])[CH:31]=[CH:30][C:28]5=4)[CH:23]=[N:22]3)([CH3:20])[CH3:19])[C:13]3[C:5](=[CH:4][CH:3]=[CH:2][CH:1]=3)[C:6]=2[CH:7]=[CH:8][CH:9]=1.